From a dataset of Forward reaction prediction with 1.9M reactions from USPTO patents (1976-2016). Predict the product of the given reaction. (1) The product is: [CH3:1][O:2][C:3]([C:5]1[C:13]2[C:8](=[CH:9][CH:10]=[CH:11][C:12]=2[F:14])[N:7]([CH2:21][CH2:20][O:19][C:18]([F:31])([F:30])[F:17])[CH:6]=1)=[O:4]. Given the reactants [CH3:1][O:2][C:3]([C:5]1[C:13]2[C:8](=[CH:9][CH:10]=[CH:11][C:12]=2[F:14])[NH:7][CH:6]=1)=[O:4].[H-].[Na+].[F:17][C:18]([F:31])([F:30])[O:19][CH2:20][CH2:21]OS(C(F)(F)F)(=O)=O, predict the reaction product. (2) Given the reactants [CH2:1]([O:3][C:4]1[CH:5]=[C:6]2[C:10](=[CH:11][CH:12]=1)[NH:9][CH:8]=[CH:7]2)[CH3:2].[CH3:13][NH:14][CH3:15].[CH2:16]=O.[OH-].[Na+], predict the reaction product. The product is: [CH2:1]([O:3][C:4]1[CH:5]=[C:6]2[C:10](=[CH:11][CH:12]=1)[N:9]([CH2:13][N:14]([CH3:16])[CH3:15])[CH:8]=[CH:7]2)[CH3:2]. (3) Given the reactants C([O:5][C:6](=[O:18])[CH2:7][CH2:8][NH:9][C:10]([C:12]1[S:13][C:14]([Cl:17])=[CH:15][CH:16]=1)=[O:11])(C)(C)C, predict the reaction product. The product is: [Cl:17][C:14]1[S:13][C:12]([C:10]([NH:9][CH2:8][CH2:7][C:6]([OH:18])=[O:5])=[O:11])=[CH:16][CH:15]=1. (4) Given the reactants [N:1]1[CH:6]=[CH:5][C:4]([C:7]2[CH:8]=[C:9]([CH2:13][N:14]([CH:18]([CH3:20])[CH3:19])[C:15](Cl)=[O:16])[CH:10]=[CH:11][CH:12]=2)=[CH:3][CH:2]=1.[OH:21][C:22]1[CH:27]=[CH:26][C:25]([C:28]2[CH:37]=[CH:36][C:31]([C:32]([NH:34][CH3:35])=[O:33])=[CH:30][CH:29]=2)=[CH:24][CH:23]=1.C(N(CC)CC)C, predict the reaction product. The product is: [CH:18]([N:14]([CH2:13][C:9]1[CH:10]=[CH:11][CH:12]=[C:7]([C:4]2[CH:3]=[CH:2][N:1]=[CH:6][CH:5]=2)[CH:8]=1)[C:15](=[O:16])[O:21][C:22]1[CH:23]=[CH:24][C:25]([C:28]2[CH:37]=[CH:36][C:31]([C:32](=[O:33])[NH:34][CH3:35])=[CH:30][CH:29]=2)=[CH:26][CH:27]=1)([CH3:20])[CH3:19]. (5) Given the reactants [C:1]([O:5][C:6]([N:8]([CH2:27][C:28]1[CH:33]=[CH:32][C:31]([O:34][CH3:35])=[CH:30][C:29]=1[O:36][CH3:37])[C:9]1[N:14]=[C:13]2[N:15]([CH2:21][CH3:22])[C:16]([C:18]([OH:20])=O)=[CH:17][C:12]2=[C:11]2[N:23]([CH3:26])[CH:24]=[N:25][C:10]=12)=[O:7])([CH3:4])([CH3:3])[CH3:2].Cl.[CH:39]1([NH:42][CH:43]2[CH2:45][CH2:44]2)[CH2:41][CH2:40]1.CN1CCOCC1.CN(C(ON1N=NC2C=CC=NC1=2)=[N+](C)C)C.F[P-](F)(F)(F)(F)F, predict the reaction product. The product is: [CH:39]1([N:42]([CH:43]2[CH2:45][CH2:44]2)[C:18]([C:16]2[N:15]([CH2:21][CH3:22])[C:13]3=[N:14][C:9]([N:8]([CH2:27][C:28]4[CH:33]=[CH:32][C:31]([O:34][CH3:35])=[CH:30][C:29]=4[O:36][CH3:37])[C:6](=[O:7])[O:5][C:1]([CH3:2])([CH3:4])[CH3:3])=[C:10]4[N:25]=[CH:24][N:23]([CH3:26])[C:11]4=[C:12]3[CH:17]=2)=[O:20])[CH2:41][CH2:40]1. (6) Given the reactants [Cl:1]C1C=[C:4]([N:12]2CCN(C[C@@H](O)CC(O)=O)[C:14](=[O:25])[C@@H:13]2C)[CH:5]=[CH:6][C:7]=1[C:8](F)(F)F.C1C2(CCNC[C@H]2O)C1, predict the reaction product. The product is: [ClH:1].[CH2:7]1[C:6]2([CH2:5][CH2:4][NH:12][CH2:13][C@H:14]2[OH:25])[CH2:8]1. (7) Given the reactants O1[C:5]2([CH2:10][CH2:9][CH:8]([N:11]3[C:16](=[O:17])[C:15]([CH2:18][C:19]4[CH:24]=[CH:23][C:22]([C:25]5[C:26]([C:31]#[N:32])=[CH:27][CH:28]=[CH:29][CH:30]=5)=[CH:21][C:20]=4[F:33])=[C:14]([CH2:34][CH2:35][CH3:36])[N:13]4[N:37]=[CH:38][N:39]=[C:12]34)[CH2:7][CH2:6]2)[O:4]CC1.Cl.[BH4-].[Na+].[Cl-].[NH4+], predict the reaction product. The product is: [F:33][C:20]1[CH:21]=[C:22]([C:25]2[C:26]([C:31]#[N:32])=[CH:27][CH:28]=[CH:29][CH:30]=2)[CH:23]=[CH:24][C:19]=1[CH2:18][C:15]1[C:16](=[O:17])[N:11]([C@H:8]2[CH2:9][CH2:10][C@H:5]([OH:4])[CH2:6][CH2:7]2)[C:12]2[N:13]([N:37]=[CH:38][N:39]=2)[C:14]=1[CH2:34][CH2:35][CH3:36]. (8) The product is: [O:15]=[C:14]1[C:13]2[C:12]3[C:7](=[CH:8][CH:9]=[CH:10][CH:11]=3)[N:6]([CH2:16][C:17]3[CH:18]=[CH:19][C:20]([C:21]([O:23][CH3:24])=[O:22])=[CH:25][CH:26]=3)[C:5]=2[CH2:4][CH2:3][CH:2]1[CH2:1][N:27]1[CH2:32][CH2:31][CH2:30][CH2:29][CH2:28]1. Given the reactants [CH2:1]=[C:2]1[C:14](=[O:15])[C:13]2[C:12]3[C:7](=[CH:8][CH:9]=[CH:10][CH:11]=3)[N:6]([CH2:16][C:17]3[CH:26]=[CH:25][C:20]([C:21]([O:23][CH3:24])=[O:22])=[CH:19][CH:18]=3)[C:5]=2[CH2:4][CH2:3]1.[NH:27]1[CH2:32][CH2:31][CH2:30][CH2:29][CH2:28]1, predict the reaction product. (9) Given the reactants [Cl:1][C:2]1[C:11]2[C:6](=[C:7]([N+:12]([O-])=O)[CH:8]=[CH:9][CH:10]=2)[CH:5]=[CH:4][N:3]=1.C([O-])([O-])=O.[Na+].[Na+], predict the reaction product. The product is: [Cl:1][C:2]1[C:11]2[CH:10]=[CH:9][CH:8]=[C:7]([NH2:12])[C:6]=2[CH:5]=[CH:4][N:3]=1. (10) Given the reactants Cl[C:2]1[N:3]=[N+:4]([O-:12])[C:5]2[CH:11]=[CH:10][CH:9]=[CH:8][C:6]=2[N:7]=1.[NH2:13][CH2:14][CH2:15][CH2:16][NH:17][C:18](=[O:24])[O:19][C:20]([CH3:23])([CH3:22])[CH3:21].CCN(CC)CC, predict the reaction product. The product is: [O-:12][N+:4]1[C:5]2[CH:11]=[CH:10][CH:9]=[CH:8][C:6]=2[N:7]=[C:2]([NH:13][CH2:14][CH2:15][CH2:16][NH:17][C:18](=[O:24])[O:19][C:20]([CH3:22])([CH3:21])[CH3:23])[N:3]=1.